From a dataset of Full USPTO retrosynthesis dataset with 1.9M reactions from patents (1976-2016). Predict the reactants needed to synthesize the given product. (1) The reactants are: [Br:1][C:2]1[C:7]([Cl:8])=[CH:6][C:5]([CH2:9][C:10]([OH:12])=[O:11])=[C:4]([CH3:13])[CH:3]=1.[C:14]([C:16]1(O)[CH2:21][CH2:20][CH2:19][N:18]([C:22]([O:24][CH2:25][C:26]2[CH:31]=[CH:30][CH:29]=[CH:28][CH:27]=2)=[O:23])[CH2:17]1)#[N:15].ClCCl. Given the product [Br:1][C:2]1[C:7]([Cl:8])=[CH:6][C:5]([CH2:9][C:10]([O:12][C:16]2([C:14]#[N:15])[CH2:21][CH2:20][CH2:19][N:18]([C:22]([O:24][CH2:25][C:26]3[CH:31]=[CH:30][CH:29]=[CH:28][CH:27]=3)=[O:23])[CH2:17]2)=[O:11])=[C:4]([CH3:13])[CH:3]=1, predict the reactants needed to synthesize it. (2) Given the product [Cl:1][C:2]1[CH:11]=[C:10]2[C:5]([C:6](=[O:32])[C:7]([CH2:18][NH:19][C:20]([N:33]3[CH2:38][CH2:37][CH2:36][CH2:35][CH2:34]3)=[O:31])=[CH:8][N:9]2[C:12]2[CH:13]=[CH:14][CH:15]=[CH:16][CH:17]=2)=[CH:4][CH:3]=1, predict the reactants needed to synthesize it. The reactants are: [Cl:1][C:2]1[CH:11]=[C:10]2[C:5]([C:6](=[O:32])[C:7]([CH2:18][NH:19][C:20](=[O:31])OC3C=CC([N+]([O-])=O)=CC=3)=[CH:8][N:9]2[C:12]2[CH:17]=[CH:16][CH:15]=[CH:14][CH:13]=2)=[CH:4][CH:3]=1.[NH:33]1[CH2:38][CH2:37][CH2:36][CH2:35][CH2:34]1. (3) Given the product [F:15][C:14]([F:17])([F:16])[CH2:13][CH:9]([NH:8][C:6](=[O:7])[O:5][C:2]([CH3:1])([CH3:3])[CH3:4])[C:10]([N:32]([CH3:31])[O:33][CH3:34])=[O:12], predict the reactants needed to synthesize it. The reactants are: [CH3:1][C:2]([O:5][C:6]([NH:8][CH:9]([CH2:13][C:14]([F:17])([F:16])[F:15])[C:10]([OH:12])=O)=[O:7])([CH3:4])[CH3:3].C(N1C=CN=C1)(N1C=CN=C1)=O.Cl.[CH3:31][NH:32][O:33][CH3:34].CCN(C(C)C)C(C)C. (4) Given the product [CH3:24][O:25][CH2:26][C@H:27]1[CH2:31][CH2:30][CH2:29][N:28]1[CH2:22][C:16]1([C:13]2[CH:12]=[CH:11][C:10]([O:9][CH2:8][CH2:7][CH2:6][N:1]3[CH2:5][CH2:4][CH2:3][CH2:2]3)=[CH:15][CH:14]=2)[CH2:21][CH2:20][O:19][CH2:18][CH2:17]1, predict the reactants needed to synthesize it. The reactants are: [N:1]1([CH2:6][CH2:7][CH2:8][O:9][C:10]2[CH:15]=[CH:14][C:13]([C:16]3([CH:22]=O)[CH2:21][CH2:20][O:19][CH2:18][CH2:17]3)=[CH:12][CH:11]=2)[CH2:5][CH2:4][CH2:3][CH2:2]1.[CH3:24][O:25][CH2:26][C@H:27]1[CH2:31][CH2:30][CH2:29][NH:28]1. (5) Given the product [CH2:7]([N:5]1[CH2:4][C@@H:3]([N:14]([CH2:27][CH2:7][CH:8]([CH3:13])[CH3:9])[S:15]([C:18]2[CH:23]=[CH:22][C:21]([N+:24]([O-:26])=[O:25])=[CH:20][CH:19]=2)(=[O:16])=[O:17])[C@H:2]([NH:1][CH2:43][CH2:42][NH:41][C:34](=[O:35])[O:36][C:37]([CH3:40])([CH3:39])[CH3:38])[CH2:6]1)[C:8]1[CH:13]=[CH:12][CH:11]=[CH:10][CH:9]=1, predict the reactants needed to synthesize it. The reactants are: [NH2:1][C@@H:2]1[CH2:6][N:5]([CH2:7][C:8]2[CH:13]=[CH:12][CH:11]=[CH:10][CH:9]=2)[CH2:4][C@H:3]1[N:14]([CH3:27])[S:15]([C:18]1[CH:23]=[CH:22][C:21]([N+:24]([O-:26])=[O:25])=[CH:20][CH:19]=1)(=[O:17])=[O:16].C([O-])([O-])=O.[K+].[K+].[C:34]([N:41](N)[CH2:42][CH:43]=O)([O:36][C:37]([CH3:40])([CH3:39])[CH3:38])=[O:35].[BH3-]C#N.[Na+]. (6) The reactants are: [CH3:1][O:2][C:3]1[C:4]([C:21]2[CH2:26][CH2:25][C:24](=[O:27])[CH2:23][CH:22]=2)=[CH:5][C:6]([C:15]2[CH:20]=[CH:19][CH:18]=[CH:17][CH:16]=2)=[C:7]2[C:12]=1[N:11]=[C:10]([NH:13][CH3:14])[N:9]=[CH:8]2. Given the product [OH:27][CH:24]1[CH2:23][CH2:22][CH:21]([C:4]2[C:3]([O:2][CH3:1])=[C:12]3[C:7]([CH2:8][NH:9][C:10]([NH:13][CH3:14])=[N:11]3)=[C:6]([C:15]3[CH:20]=[CH:19][CH:18]=[CH:17][CH:16]=3)[CH:5]=2)[CH2:26][CH2:25]1, predict the reactants needed to synthesize it. (7) Given the product [N:11]1([S:8]([C:5]2[CH:6]=[CH:7][C:2]([C:18]3[CH:19]=[C:20]4[C:26]([C:27]([O:29][CH3:30])=[O:28])=[CH:25][NH:24][C:21]4=[N:22][CH:23]=3)=[CH:3][CH:4]=2)(=[O:10])=[O:9])[CH2:16][CH2:15][CH2:14][CH2:13][CH2:12]1, predict the reactants needed to synthesize it. The reactants are: Br[C:2]1[CH:7]=[CH:6][C:5]([S:8]([N:11]2[CH2:16][CH2:15][CH2:14][CH2:13][CH2:12]2)(=[O:10])=[O:9])=[CH:4][CH:3]=1.Br[C:18]1[CH:19]=[C:20]2[C:26]([C:27]([O:29][CH3:30])=[O:28])=[CH:25][NH:24][C:21]2=[N:22][CH:23]=1.